This data is from Forward reaction prediction with 1.9M reactions from USPTO patents (1976-2016). The task is: Predict the product of the given reaction. (1) Given the reactants [C:1]([O:5][C:6]([NH:8][CH:9]([CH:21](O)[CH2:22][O:23][Si:24]([CH3:30])([CH3:29])[C:25]([CH3:28])([CH3:27])[CH3:26])[C:10]([NH:12][O:13][CH2:14][C:15]1[CH:20]=[CH:19][CH:18]=[CH:17][CH:16]=1)=[O:11])=[O:7])([CH3:4])([CH3:3])[CH3:2].C1(P(C2C=CC=CC=2)C2C=CC=CC=2)C=CC=CC=1.N(C(OCC)=O)=NC(OCC)=O, predict the reaction product. The product is: [O:11]=[C:10]1[C@@H:9]([NH:8][C:6]([O:5][C:1]([CH3:4])([CH3:3])[CH3:2])=[O:7])[C@@H:21]([CH2:22][O:23][Si:24]([CH3:30])([CH3:29])[C:25]([CH3:28])([CH3:27])[CH3:26])[N:12]1[O:13][CH2:14][C:15]1[CH:20]=[CH:19][CH:18]=[CH:17][CH:16]=1. (2) The product is: [Cl:1][C:2]1[CH:10]=[C:9]2[NH:8][C:7](=[O:11])[C:6]3([CH:12]([CH2:13][CH3:14])[CH2:26][C:24](=[O:25])[NH:23][CH:22]3[C:18]3[CH:19]=[CH:20][CH:21]=[C:16]([Cl:15])[CH:17]=3)[C:5]2=[CH:4][CH:3]=1. Given the reactants [Cl:1][C:2]1[CH:10]=[C:9]2[C:5](/[C:6](=[CH:12]\[CH2:13][CH3:14])/[C:7](=[O:11])[NH:8]2)=[CH:4][CH:3]=1.[Cl:15][C:16]1[CH:17]=[C:18]([CH:22]=[N:23][C:24]([O:26][Si](C)(C)C)=[CH2:25])[CH:19]=[CH:20][CH:21]=1, predict the reaction product. (3) The product is: [CH3:1][O:2][C:3](=[O:19])[CH2:4][C:5]1[C:6](=[O:18])[N:7]([CH2:16][CH3:17])[C:8]2[C:13]([CH:14]=1)=[CH:12][CH:11]=[C:10]([O:15][CH2:35][CH2:34][CH2:33][CH2:32][NH:31][C:30]([O:29][C:25]([CH3:26])([CH3:28])[CH3:27])=[O:37])[CH:9]=2. Given the reactants [CH3:1][O:2][C:3](=[O:19])[CH2:4][C:5]1[C:6](=[O:18])[N:7]([CH2:16][CH3:17])[C:8]2[C:13]([CH:14]=1)=[CH:12][CH:11]=[C:10]([OH:15])[CH:9]=2.COC(=O)C.[C:25]([O:29][C:30](=[O:37])[NH:31][CH2:32][CH2:33][CH2:34][CH2:35]Br)([CH3:28])([CH3:27])[CH3:26], predict the reaction product.